This data is from Forward reaction prediction with 1.9M reactions from USPTO patents (1976-2016). The task is: Predict the product of the given reaction. (1) Given the reactants [I:1][C:2]1[CH:7]=[CH:6][C:5]([S:8]([N:11]2[CH2:14][CH:13]([C:15]([OH:17])=[O:16])[CH2:12]2)(=[O:10])=[O:9])=[CH:4][CH:3]=1.[CH2:18](N(CC)CC)C.S(Cl)(Cl)=O.CO, predict the reaction product. The product is: [I:1][C:2]1[CH:3]=[CH:4][C:5]([S:8]([N:11]2[CH2:12][CH:13]([C:15]([O:17][CH3:18])=[O:16])[CH2:14]2)(=[O:10])=[O:9])=[CH:6][CH:7]=1. (2) Given the reactants [CH2:1]([C:3]1[CH:4]=[N:5][C:6]([O:9][CH:10]2[CH2:15][CH2:14][C:13](=O)[CH2:12][CH2:11]2)=[N:7][CH:8]=1)[CH3:2].[N+:17](CS(C1C=CC(C)=CC=1)(=O)=O)#[C-:18].CC([O-])(C)C.[K+], predict the reaction product. The product is: [CH2:1]([C:3]1[CH:4]=[N:5][C:6]([O:9][CH:10]2[CH2:15][CH2:14][CH:13]([C:18]#[N:17])[CH2:12][CH2:11]2)=[N:7][CH:8]=1)[CH3:2]. (3) Given the reactants [CH3:1][O:2][C:3]1[C:4]([O:17]COC)=[C:5]([CH:8]=[C:9]([N:11]2[CH2:15][CH2:14][CH2:13][C:12]2=[O:16])[CH:10]=1)[CH:6]=O.FC(F)(F)C(O)=O.C([SiH](CC)CC)C, predict the reaction product. The product is: [OH:17][C:4]1[C:5]([CH3:6])=[CH:8][C:9]([N:11]2[CH2:15][CH2:14][CH2:13][C:12]2=[O:16])=[CH:10][C:3]=1[O:2][CH3:1]. (4) Given the reactants [OH:1][NH:2][C:3]([C@H:5]1[CH2:10][CH2:9][CH2:8][CH2:7][N:6]1[S:11]([CH2:14][C:15]1[CH:23]=[CH:22][C:18]2[S:19][CH:20]=[CH:21][C:17]=2[CH:16]=1)(=[O:13])=[O:12])=[O:4].S1C=CC2C=C(CS(N3CCCC[C@@H]3C(O)=O)(=O)=O)C=CC1=2.C1C=NC2N(O)N=NC=2C=1.Cl.NO.CN1CCOCC1.NO, predict the reaction product. The product is: [OH:1][NH:2][C:3]([C@H:5]1[CH2:10][CH2:9][CH2:8][CH2:7][N:6]1[S:11]([CH2:14][C:15]1[CH:23]=[CH:22][C:18]2[S:19][CH:20]=[CH:21][C:17]=2[CH:16]=1)(=[O:13])=[O:12])=[O:4]. (5) The product is: [CH2:9]([O:8][C:6]([C:4]1[CH:5]=[N:1][N:2]([C:12]2[NH:21][C:20](=[O:22])[C:19]3[C:14](=[CH:15][CH:16]=[C:17]([N+:23]([O-:25])=[O:24])[CH:18]=3)[N:13]=2)[CH:3]=1)=[O:7])[CH3:10]. Given the reactants [NH:1]1[CH:5]=[C:4]([C:6]([O:8][CH2:9][CH3:10])=[O:7])[CH:3]=[N:2]1.Cl[C:12]1[NH:21][C:20](=[O:22])[C:19]2[C:14](=[CH:15][CH:16]=[C:17]([N+:23]([O-:25])=[O:24])[CH:18]=2)[N:13]=1, predict the reaction product. (6) Given the reactants [N:1]1([C:7]([O:9][C:10]([CH3:13])([CH3:12])[CH3:11])=[O:8])[CH2:6][CH2:5][NH:4][CH2:3][CH2:2]1.[Li+].C[Si]([N-][Si](C)(C)C)(C)C.Cl[C:25]1[O:29][N:28]=[C:27]([C:30]2[CH:39]=[CH:38][C:37]3[C:32](=[CH:33][CH:34]=[CH:35][CH:36]=3)[N:31]=2)[CH:26]=1, predict the reaction product. The product is: [N:31]1[C:32]2[C:37](=[CH:36][CH:35]=[CH:34][CH:33]=2)[CH:38]=[CH:39][C:30]=1[C:27]1[CH:26]=[C:25]([N:4]2[CH2:5][CH2:6][N:1]([C:7]([O:9][C:10]([CH3:13])([CH3:12])[CH3:11])=[O:8])[CH2:2][CH2:3]2)[O:29][N:28]=1.